Task: Predict the reaction yield, written as a fraction of the theoretical maximum amount of product (1.0 means a 100% yield; for example, 0.34 means a 34% yield).. Dataset: Reaction yield outcomes from USPTO patents with 853,638 reactions (1) The reactants are [Cl:1][C:2]1[CH:3]=[C:4]([C:8]2[C:13]3[N:14]=[C:15](N)[S:16][C:12]=3[CH:11]=[C:10]([CH2:18][C:19]3[CH:24]=[CH:23][C:22]([N+:25]([O-:27])=[O:26])=[CH:21][CH:20]=3)[C:9]=2[F:28])[CH:5]=[CH:6][CH:7]=1.N([O-])=O.[Na+].[PH2](O)=O.C([O-])([O-])=O.[Na+].[Na+]. The catalyst is P(=O)(O)(O)O.O. The product is [Cl:1][C:2]1[CH:3]=[C:4]([C:8]2[C:13]3[N:14]=[CH:15][S:16][C:12]=3[CH:11]=[C:10]([CH2:18][C:19]3[CH:24]=[CH:23][C:22]([N+:25]([O-:27])=[O:26])=[CH:21][CH:20]=3)[C:9]=2[F:28])[CH:5]=[CH:6][CH:7]=1. The yield is 0.530. (2) The reactants are [NH:1]1[C:5]2[CH:6]=[CH:7][CH:8]=[CH:9][C:4]=2[N:3]=[C:2]1[CH2:10][N:11]1[C@@H:24]2[C@@H:15]([CH2:16][CH2:17][C:18]3[C:23]2=[N:22][CH:21]=[CH:20][CH:19]=3)[CH2:14][CH2:13][CH2:12]1.C(=O)([O-])[O-].[K+].[K+].Cl.Cl[CH2:33][CH2:34][CH2:35][N:36]1[CH2:41][CH2:40][O:39][CH2:38][CH2:37]1.[I-].[K+]. The catalyst is CN(C)C=O.O. The product is [N:36]1([CH2:35][CH2:34][CH2:33][N:1]2[C:5]3[CH:6]=[CH:7][CH:8]=[CH:9][C:4]=3[N:3]=[C:2]2[CH2:10][N:11]2[C@@H:24]3[C@@H:15]([CH2:16][CH2:17][C:18]4[C:23]3=[N:22][CH:21]=[CH:20][CH:19]=4)[CH2:14][CH2:13][CH2:12]2)[CH2:41][CH2:40][O:39][CH2:38][CH2:37]1. The yield is 0.560. (3) The reactants are [NH2:1][C:2]1[CH:7]=[C:6]([C:8]2[CH:13]=[CH:12][C:11]([Cl:14])=[C:10]([O:15][CH3:16])[C:9]=2[Cl:17])[N:5]=[C:4]([C:18]([O:20][CH3:21])=[O:19])[C:3]=1[Cl:22]. The catalyst is C(O)C1C=CC=CC=1.CC(C)[O-].[Ti+4].CC(C)[O-].CC(C)[O-].CC(C)[O-]. The product is [NH2:1][C:2]1[CH:7]=[C:6]([C:8]2[CH:13]=[CH:12][C:11]([Cl:14])=[C:10]([O:15][CH3:16])[C:9]=2[Cl:17])[N:5]=[C:4]([C:18]([O:20][CH2:21][C:8]2[CH:13]=[CH:12][CH:11]=[CH:10][CH:9]=2)=[O:19])[C:3]=1[Cl:22]. The yield is 0.610. (4) The reactants are [O:1]1[CH2:6][CH2:5][O:4][C:3]2[CH:7]=[C:8]([C:11](=[O:13])[CH3:12])[CH:9]=[CH:10][C:2]1=2.Cl.[CH3:15][NH:16][CH3:17].[CH2:18]=O. The catalyst is Cl.C(O)C. The product is [O:1]1[CH2:6][CH2:5][O:4][C:3]2[CH:7]=[C:8]([C:11](=[O:13])[CH2:12][CH2:15][N:16]([CH3:18])[CH3:17])[CH:9]=[CH:10][C:2]1=2. The yield is 0.820. (5) The yield is 1.00. The catalyst is CCOCC. The product is [F:8][C:9]([F:16])([F:15])[C:10]([NH:1][CH2:2][CH2:3][NH:4][CH2:5][CH2:6][OH:7])=[O:11]. The reactants are [NH2:1][CH2:2][CH2:3][NH:4][CH2:5][CH2:6][OH:7].[F:8][C:9]([F:16])([F:15])[C:10](OCC)=[O:11]. (6) The reactants are [CH:1]1([CH2:4][CH2:5][O:6][C:7]2[CH:19]=[CH:18][C:10]([C:11]([NH:13][CH2:14][C:15]([OH:17])=[O:16])=[O:12])=[CH:9][CH:8]=2)[CH2:3][CH2:2]1.OC1C=CC(C(OC)=O)=CC=1.[S:31]1C=CC=[C:32]1CCO. No catalyst specified. The product is [S:31]1[CH:32]=[CH:2][CH:3]=[C:1]1[CH2:4][CH2:5][O:6][C:7]1[CH:8]=[CH:9][C:10]([C:11]([NH:13][CH2:14][C:15]([OH:17])=[O:16])=[O:12])=[CH:18][CH:19]=1. The yield is 0.650. (7) The reactants are [Br:1][C:2]1[C:7](=[O:8])[N:6]([CH3:9])[N:5]=[C:4]([C:10]([O:12]C)=O)[C:3]=1[NH:14][C:15]1[CH:20]=[CH:19][C:18]([Br:21])=[CH:17][C:16]=1[F:22].[CH:23]1([CH2:26][O:27][NH2:28])[CH2:25][CH2:24]1. No catalyst specified. The product is [Br:1][C:2]1[C:7](=[O:8])[N:6]([CH3:9])[N:5]=[C:4]([C:10]([NH:28][O:27][CH2:26][CH:23]2[CH2:25][CH2:24]2)=[O:12])[C:3]=1[NH:14][C:15]1[CH:20]=[CH:19][C:18]([Br:21])=[CH:17][C:16]=1[F:22]. The yield is 0.400.